Predict the reactants needed to synthesize the given product. From a dataset of Full USPTO retrosynthesis dataset with 1.9M reactions from patents (1976-2016). Given the product [C:77]([O:76][C:74]([N:66]([C:62]1[C:63]2[C:58](=[CH:57][C:56]([NH:55][C@H:39]3[C:37](=[O:38])[N:36]([CH3:82])[CH2:35][C:33]4[CH:34]=[C:29]([CH:30]=[CH:31][C:32]=4[S:83][CH:84]4[CH2:85][CH2:86]4)[NH:28][C:50](=[O:52])[CH2:49][CH:48]([OH:53])[CH2:47][C:43]4[C:42]([CH3:54])=[CH:41][C:40]3=[CH:45][C:44]=4[CH3:46])=[CH:65][CH:64]=2)[C:59]([F:81])=[CH:60][N:61]=1)[C:67](=[O:68])[O:69][C:70]([CH3:71])([CH3:72])[CH3:73])=[O:75])([CH3:78])([CH3:79])[CH3:80], predict the reactants needed to synthesize it. The reactants are: F[P-](F)(F)(F)(F)F.N1(O[P+](N(C)C)(N(C)C)N(C)C)C2C=CC=CC=2N=N1.[NH2:28][C:29]1[CH:30]=[CH:31][C:32]([S:83][CH:84]2[CH2:86][CH2:85]2)=[C:33]([CH2:35][N:36]([CH3:82])[C:37]([CH:39]([NH:55][C:56]2[CH:57]=[C:58]3[C:63](=[CH:64][CH:65]=2)[C:62]([N:66]([C:74]([O:76][C:77]([CH3:80])([CH3:79])[CH3:78])=[O:75])[C:67]([O:69][C:70]([CH3:73])([CH3:72])[CH3:71])=[O:68])=[N:61][CH:60]=[C:59]3[F:81])[C:40]2[CH:45]=[C:44]([CH3:46])[C:43]([CH2:47][CH:48]([OH:53])[CH2:49][C:50]([OH:52])=O)=[C:42]([CH3:54])[CH:41]=2)=[O:38])[CH:34]=1.